Dataset: Catalyst prediction with 721,799 reactions and 888 catalyst types from USPTO. Task: Predict which catalyst facilitates the given reaction. (1) Reactant: [OH:1][C:2]1[CH:3]=[C:4]([C:8]2[O:9][C:10]3[CH:16]=[CH:15][C:14]([C:17]#[N:18])=[CH:13][C:11]=3[CH:12]=2)[CH:5]=[CH:6][CH:7]=1.C([O-])([O-])=O.[K+].[K+].Br[CH2:26][CH2:27][CH2:28][O:29][C:30]1[CH:37]=[CH:36][C:33]([C:34]#[N:35])=[CH:32][CH:31]=1.O. Product: [C:34]([C:33]1[CH:36]=[CH:37][C:30]([O:29][CH2:28][CH2:27][CH2:26][O:1][C:2]2[CH:3]=[C:4]([C:8]3[O:9][C:10]4[CH:16]=[CH:15][C:14]([C:17]#[N:18])=[CH:13][C:11]=4[CH:12]=3)[CH:5]=[CH:6][CH:7]=2)=[CH:31][CH:32]=1)#[N:35]. The catalyst class is: 3. (2) Reactant: [CH:1]([C:3]1[CH:12]=[CH:11][C:6]([C:7]([O:9][CH3:10])=[O:8])=[CH:5][N:4]=1)=[O:2].[CH3:13][Mg]Br. Product: [OH:2][CH:1]([C:3]1[CH:12]=[CH:11][C:6]([C:7]([O:9][CH3:10])=[O:8])=[CH:5][N:4]=1)[CH3:13]. The catalyst class is: 7. (3) Reactant: [C:1]([O:7][C:8]([CH3:11])([CH3:10])[CH3:9])(=[O:6])[CH2:2][C:3]([CH3:5])=O.[Cl:12][C:13]1[CH:14]=[C:15]([CH:18]=[CH:19][CH:20]=1)[CH:16]=O.[NH4+:21].[OH-:22]. Product: [Cl:12][C:13]1[CH:14]=[C:15]([CH:16]2[C:2]([C:1]([O:7][C:8]([CH3:11])([CH3:10])[CH3:9])=[O:6])=[C:3]([CH3:5])[NH:21][C:3]([CH3:5])=[C:2]2[C:1]([O:7][C:8]([CH3:11])([CH3:10])[CH3:9])=[O:22])[CH:18]=[CH:19][CH:20]=1. The catalyst class is: 271.